Dataset: Full USPTO retrosynthesis dataset with 1.9M reactions from patents (1976-2016). Task: Predict the reactants needed to synthesize the given product. Given the product [CH3:1][S:2]([C:5]1[CH:10]=[CH:9][C:8]([C:11]2[CH:12]=[CH:13][C:14]([O:17][CH2:18][CH:19]3[CH2:20][CH2:21][N:22]([CH2:25][C:27]4([C:30]([F:32])([F:33])[F:31])[CH2:28][CH2:29]4)[CH2:23][CH2:24]3)=[CH:15][CH:16]=2)=[CH:7][CH:6]=1)(=[O:4])=[O:3], predict the reactants needed to synthesize it. The reactants are: [CH3:1][S:2]([C:5]1[CH:10]=[CH:9][C:8]([C:11]2[CH:16]=[CH:15][C:14]([O:17][CH2:18][CH:19]3[CH2:24][CH2:23][N:22]([C:25]([C:27]4([C:30]([F:33])([F:32])[F:31])[CH2:29][CH2:28]4)=O)[CH2:21][CH2:20]3)=[CH:13][CH:12]=2)=[CH:7][CH:6]=1)(=[O:4])=[O:3].[H-].[H-].[H-].[H-].[Li+].[Al+3].O.